Dataset: Peptide-MHC class I binding affinity with 185,985 pairs from IEDB/IMGT. Task: Regression. Given a peptide amino acid sequence and an MHC pseudo amino acid sequence, predict their binding affinity value. This is MHC class I binding data. The peptide sequence is FTSAICSVVR. The MHC is HLA-A68:02 with pseudo-sequence HLA-A68:02. The binding affinity (normalized) is 0.239.